From a dataset of Forward reaction prediction with 1.9M reactions from USPTO patents (1976-2016). Predict the product of the given reaction. (1) Given the reactants C[C:2]([CH3:14])([CH3:13])[C:3]([NH:5][C:6]1[CH:7]=NC=C[C:11]=1I)=[O:4].C(=O)([O-])[O-].[Na+].[Na+], predict the reaction product. The product is: [CH:6]([N:5]([CH:6]([CH3:11])[CH3:7])[C:3](=[O:4])[C:2]1[CH:13]=[CH:13][CH:2]=[CH:3][CH:14]=1)([CH3:7])[CH3:11]. (2) Given the reactants [C:1]([C:3]1[CH:8]=[CH:7][C:6]([C:9]([C:17]2[CH:18]=[N:19][CH:20]=[CH:21][CH:22]=2)=[N:10][S:11]([CH2:13][CH:14]([CH3:16])[CH3:15])=[O:12])=[CH:5][C:4]=1[F:23])#[N:2].[CH3:24][Mg+].[Br-], predict the reaction product. The product is: [C:1]([C:3]1[CH:8]=[CH:7][C:6]([C:9]([NH:10][S:11]([CH2:13][CH:14]([CH3:16])[CH3:15])=[O:12])([C:17]2[CH:18]=[N:19][CH:20]=[CH:21][CH:22]=2)[CH3:24])=[CH:5][C:4]=1[F:23])#[N:2]. (3) Given the reactants NC1C=CN=C(C)N=1.C1(CC(C2C=CC(S(C)(=O)=O)=C(C(F)(F)F)C=2)C(O)=[O:17])CCCC1.[CH:33]1([CH2:38][CH:39]([C:50]2[CH:55]=[CH:54][C:53]([S:56]([CH3:59])(=[O:58])=[O:57])=[C:52]([C:60]([F:63])([F:62])[F:61])[CH:51]=2)[C:40]([NH:42][C:43]2[CH:48]=[CH:47][N:46]=[C:45](C)[N:44]=2)=[O:41])[CH2:37][CH2:36][CH2:35][CH2:34]1, predict the reaction product. The product is: [CH:33]1([CH2:38][CH:39]([C:50]2[CH:55]=[CH:54][C:53]([S:56]([CH3:59])(=[O:57])=[O:58])=[C:52]([C:60]([F:61])([F:63])[F:62])[CH:51]=2)[C:40]([NH:42][C:43]2[NH:44][C:45](=[O:17])[N:46]=[CH:47][CH:48]=2)=[O:41])[CH2:34][CH2:35][CH2:36][CH2:37]1. (4) Given the reactants [F:1][C:2]([F:35])([F:34])[C:3]1[CH:4]=[C:5]([C:13]([CH3:33])([CH3:32])[C:14]([N:16]([C:18]2[CH:19]=[N:20][C:21](Cl)=[CH:22][C:23]=2[C:24]2[CH:29]=[CH:28][CH:27]=[CH:26][C:25]=2[Cl:30])[CH3:17])=[O:15])[CH:6]=[C:7]([C:9]([F:12])([F:11])[F:10])[CH:8]=1.[CH3:36][O:37][CH2:38][CH:39]([OH:43])[CH2:40][O:41][CH3:42].[OH-].[Na+], predict the reaction product. The product is: [F:34][C:2]([F:1])([F:35])[C:3]1[CH:4]=[C:5]([C:13]([CH3:32])([CH3:33])[C:14]([N:16]([C:18]2[CH:19]=[N:20][C:21]([O:43][CH:39]([CH2:40][O:41][CH3:42])[CH2:38][O:37][CH3:36])=[CH:22][C:23]=2[C:24]2[CH:29]=[CH:28][CH:27]=[CH:26][C:25]=2[Cl:30])[CH3:17])=[O:15])[CH:6]=[C:7]([C:9]([F:12])([F:11])[F:10])[CH:8]=1. (5) Given the reactants [O:1]=[C:2]1[N:7]([CH2:8][C:9]2[C:14]([F:15])=[CH:13][C:12]([C:16]3[C:17]([C:22]#[N:23])=[CH:18][CH:19]=[CH:20][CH:21]=3)=[CH:11][C:10]=2[F:24])[C:6]2[S:25][C:26]([CH2:28][C:29]([F:32])([F:31])[F:30])=[CH:27][C:5]=2[C:4](=[O:33])[NH:3]1.Br[CH2:35][C:36]([C:38]1[CH:43]=[CH:42][C:41]([O:44][CH3:45])=[CH:40][CH:39]=1)=[O:37].CN(C)C=O.[H-].[Na+], predict the reaction product. The product is: [F:24][C:10]1[CH:11]=[C:12]([C:16]2[C:17]([C:22]#[N:23])=[CH:18][CH:19]=[CH:20][CH:21]=2)[CH:13]=[C:14]([F:15])[C:9]=1[CH2:8][N:7]1[C:6]2[S:25][C:26]([CH2:28][C:29]([F:32])([F:31])[F:30])=[CH:27][C:5]=2[C:4](=[O:33])[N:3]([CH2:35][C:36]([C:38]2[CH:43]=[CH:42][C:41]([O:44][CH3:45])=[CH:40][CH:39]=2)=[O:37])[C:2]1=[O:1]. (6) Given the reactants [OH-].[Na+].[NH2:3][C:4]1[CH:12]=[CH:11][C:7]([C:8]([OH:10])=[O:9])=[CH:6][CH:5]=1.[C:13]([O:17][C:18](O[C:18]([O:17][C:13]([CH3:16])([CH3:15])[CH3:14])=[O:19])=[O:19])([CH3:16])([CH3:15])[CH3:14].C(O)(=O)CC(CC(O)=O)(C(O)=O)O, predict the reaction product. The product is: [C:13]([O:17][C:18]([NH:3][C:4]1[CH:12]=[CH:11][C:7]([C:8]([OH:10])=[O:9])=[CH:6][CH:5]=1)=[O:19])([CH3:16])([CH3:15])[CH3:14]. (7) Given the reactants [CH3:1][C@H:2]1[O:7][C@@H:6]([O:8][C@H:9]2[C@@H:14]([OH:15])[CH2:13][C@H:12]([O:16][C@H:17]3[C@@H:22]([OH:23])[CH2:21][C@H:20]([O:24][C@@H:25]4[CH2:30][C@H:29]5[CH2:31][CH2:32][C@H:33]6[C@@:38]7([OH:48])[CH2:39][CH2:40][C@H:41]([C:42]8[CH2:47][O:46][C:44](=[O:45])[CH:43]=8)[C@@:37]7([CH3:49])[C@H:36]([OH:50])[CH2:35][C@@H:34]6[C@@:28]5([CH3:51])[CH2:27][CH2:26]4)[O:19][C@@H:18]3[CH3:52])[O:11][C@@H:10]2[CH3:53])[CH2:5][C@H:4]([OH:54])[C@@H:3]1[OH:55].I([O-])(=O)(=O)=O.[Na+].O, predict the reaction product. The product is: [CH3:52][C@H:18]1[O:19][C@@H:20]([O:24][C@@H:25]2[CH2:30][C@H:29]3[CH2:31][CH2:32][C@H:33]4[C@@:38]5([OH:48])[CH2:39][CH2:40][C@H:41]([C:42]6[CH2:47][O:46][C:44](=[O:45])[CH:43]=6)[C@@:37]5([CH3:49])[C@H:36]([OH:50])[CH2:35][C@@H:34]4[C@@:28]3([CH3:51])[CH2:27][CH2:26]2)[CH2:21][C@H:22]([OH:23])[C@@H:17]1[O:16][C@@H:12]1[O:11][C@H:10]([CH3:53])[C@@H:9]([O:8][CH:6]([O:7][CH:2]([CH:3]=[O:55])[CH3:1])[CH2:5][CH:4]=[O:54])[C@@H:14]([OH:15])[CH2:13]1. (8) Given the reactants [C:1]1([CH3:28])[CH:6]=[CH:5][CH:4]=[CH:3][C:2]=1[C:7]1[CH:8]=[C:9]2[C:14](=[CH:15][CH:16]=1)[N:13]=[C:12]([N:17]1[CH:21]=[C:20]([C:22]([O:24]CC)=[O:23])[CH:19]=[N:18]1)[NH:11][C:10]2=O.[NH:29]1[CH2:34][CH2:33][O:32][CH2:31][CH2:30]1, predict the reaction product. The product is: [O:32]1[CH2:33][CH2:34][N:29]([C:10]2[C:9]3[C:14](=[CH:15][CH:16]=[C:7]([C:2]4[CH:3]=[CH:4][CH:5]=[CH:6][C:1]=4[CH3:28])[CH:8]=3)[N:13]=[C:12]([N:17]3[CH:21]=[C:20]([C:22]([OH:24])=[O:23])[CH:19]=[N:18]3)[N:11]=2)[CH2:30][CH2:31]1.